This data is from Forward reaction prediction with 1.9M reactions from USPTO patents (1976-2016). The task is: Predict the product of the given reaction. (1) The product is: [CH2:23]([O:22][CH2:21][CH2:20][O:19][C:18]1[C:13]([CH2:12][N:11]2[C:10]3[CH:9]=[CH:8][NH:7][C:6]=3[C:4](=[O:5])[NH:30][C:31]2=[S:32])=[N:14][CH:15]=[CH:16][CH:17]=1)[CH3:24]. Given the reactants C(O[C:4]([C:6]1[NH:7][CH:8]=[CH:9][C:10]=1[NH:11][CH2:12][C:13]1[C:18]([O:19][CH2:20][CH2:21][O:22][CH2:23][CH3:24])=[CH:17][CH:16]=[CH:15][N:14]=1)=[O:5])C.C(OC([N:30]=[C:31]=[S:32])=O)C, predict the reaction product. (2) Given the reactants C([O:8][C:9]1[C:10](=[O:29])[N:11]([CH:26]([CH3:28])[CH3:27])[CH:12]=[C:13]([C:15]2[CH:20]=[CH:19][C:18]([Cl:21])=[C:17]([C:22]([F:25])([F:24])[F:23])[CH:16]=2)[CH:14]=1)C1C=CC=CC=1.C(S)C.B(F)(F)F.O(CC)CC, predict the reaction product. The product is: [Cl:21][C:18]1[CH:19]=[CH:20][C:15]([C:13]2[CH:14]=[C:9]([OH:8])[C:10](=[O:29])[N:11]([CH:26]([CH3:28])[CH3:27])[CH:12]=2)=[CH:16][C:17]=1[C:22]([F:25])([F:23])[F:24].